From a dataset of Forward reaction prediction with 1.9M reactions from USPTO patents (1976-2016). Predict the product of the given reaction. (1) Given the reactants [CH2:1]([O:3][C:4](=[O:8])[CH2:5][C:6]#[N:7])[CH3:2].[H-].[Na+].[N+:11]([C:14]1[CH:15]=[N:16][CH:17]=[CH:18][C:19]=1Cl)([O-:13])=[O:12].Cl, predict the reaction product. The product is: [CH2:1]([O:3][C:4](=[O:8])[CH:5]([C:6]#[N:7])[C:19]1[CH:18]=[CH:17][N:16]=[CH:15][C:14]=1[N+:11]([O-:13])=[O:12])[CH3:2]. (2) The product is: [Cl:32][C:33]1[CH:40]=[CH:39][C:36]([CH2:37][N:18]2[C:9]3[C:8]([NH:7][C@@H:5]([CH:1]4[CH2:4][CH2:3][CH2:2]4)[CH3:6])=[N:13][C:12]([C:14]#[N:15])=[N:11][C:10]=3[CH:16]=[C:17]2[C:19]2[CH:24]=[CH:23][CH:22]=[C:21]([CH3:25])[CH:20]=2)=[CH:35][C:34]=1[F:41]. Given the reactants [CH:1]1([C@H:5]([NH:7][C:8]2[C:9]3[NH:18][C:17]([C:19]4[CH:24]=[CH:23][CH:22]=[C:21]([CH3:25])[CH:20]=4)=[CH:16][C:10]=3[N:11]=[C:12]([C:14]#[N:15])[N:13]=2)[CH3:6])[CH2:4][CH2:3][CH2:2]1.C(=O)([O-])[O-].[K+].[K+].[Cl:32][C:33]1[CH:40]=[CH:39][C:36]([CH2:37]Br)=[CH:35][C:34]=1[F:41], predict the reaction product. (3) Given the reactants C(OC([N:8]1[CH2:13][CH2:12][CH2:11][CH:10]([CH2:14][O:15][S:16]([C:19]2[CH:24]=[CH:23][C:22]([CH3:25])=[CH:21][CH:20]=2)(=[O:18])=[O:17])[CH2:9]1)=O)(C)(C)C.[ClH:26], predict the reaction product. The product is: [ClH:26].[NH:8]1[CH2:13][CH2:12][CH2:11][CH:10]([CH2:14][O:15][S:16]([C:19]2[CH:20]=[CH:21][C:22]([CH3:25])=[CH:23][CH:24]=2)(=[O:18])=[O:17])[CH2:9]1. (4) Given the reactants [Br:1][C:2]1[N:3]=[C:4]([CH:8]=O)[N:5]([CH3:7])[CH:6]=1.[C:10](=O)([O-])[O-].[K+].[K+].[N+](=C(P(=O)(OC)OC)C(=O)C)=[N-], predict the reaction product. The product is: [Br:1][C:2]1[N:3]=[C:4]([C:8]#[CH:10])[N:5]([CH3:7])[CH:6]=1. (5) Given the reactants C[N:2](C)[CH:3]=[N:4][C:5]([C:7]1[C:12]([O:13][C:14]2[CH:19]=[CH:18][CH:17]=[CH:16][CH:15]=2)=[CH:11][C:10](=[O:20])[N:9]([C:21]2[CH:26]=[CH:25][CH:24]=[CH:23][CH:22]=2)[CH:8]=1)=O.O=C1[N:34](C2C=CC=CC=2)C=C(C(N)=O)C(OC2C=CC=CC=2)=C1.COC(OC)N(C)C, predict the reaction product. The product is: [O:13]([C:12]1[C:7]([C:5]2[N:4]=[CH:3][NH:2][N:34]=2)=[CH:8][N:9]([C:21]2[CH:22]=[CH:23][CH:24]=[CH:25][CH:26]=2)[C:10](=[O:20])[CH:11]=1)[C:14]1[CH:19]=[CH:18][CH:17]=[CH:16][CH:15]=1. (6) Given the reactants [CH:1]1([C:6]2([CH2:14][CH2:15][C:16]3[CH:21]=[CH:20][C:19]([O:22][CH2:23][CH3:24])=[C:18]([F:25])[CH:17]=3)[O:11][C:10](=[O:12])[CH2:9][C:8](=[O:13])[CH2:7]2)[CH2:5][CH2:4][CH2:3][CH2:2]1.[CH3:26][C:27]1[CH:32]=[C:31]([CH3:33])[N:30]2[N:34]=[C:35]([CH:37]=O)[N:36]=[C:29]2[N:28]=1, predict the reaction product. The product is: [CH:1]1([C:6]2([CH2:14][CH2:15][C:16]3[CH:21]=[CH:20][C:19]([O:22][CH2:23][CH3:24])=[C:18]([F:25])[CH:17]=3)[O:11][C:10](=[O:12])[C:9]([CH2:37][C:35]3[N:36]=[C:29]4[N:28]=[C:27]([CH3:26])[CH:32]=[C:31]([CH3:33])[N:30]4[N:34]=3)=[C:8]([OH:13])[CH2:7]2)[CH2:5][CH2:4][CH2:3][CH2:2]1. (7) Given the reactants [C:1]([C:3]1[CH:4]=[CH:5][C:6]([C:9]([OH:11])=[O:10])=[N:7][CH:8]=1)#[N:2].[OH2:12].[Cl-].[CH3:14][O:15]C1N=[C:14]([O:15]C)N=C([N+]2(C)[CH2:26][CH2:25][O:12][CH2:26][CH2:25]2)N=1.[NH2:31][C:32]1[CH:33]=[CH:34][C:35]([F:46])=[C:36]([C@:38]2([CH3:45])[CH2:43][S:42][CH2:41][C:40]([NH2:44])=[N:39]2)[CH:37]=1, predict the reaction product. The product is: [C:9]([O:11][CH2:25][CH3:26])(=[O:10])[CH3:6].[CH3:14][OH:15].[OH-:12].[NH4+:2].[NH2:44][C:40]1[CH2:41][S:42][CH2:43][C@:38]([C:36]2[CH:37]=[C:32]([NH:31][C:9](=[O:11])[C:6]3[CH:5]=[CH:4][C:3]([C:1]#[N:2])=[CH:8][N:7]=3)[CH:33]=[CH:34][C:35]=2[F:46])([CH3:45])[N:39]=1. (8) Given the reactants N1C=CC=CC=1C(O)=O.[NH2:10][C:11]1[C:16]([C:17]2[CH:22]=[CH:21][C:20]([OH:23])=[CH:19][CH:18]=2)=[CH:15][CH:14]=[CH:13][N:12]=1.P([O-])([O-])([O-])=O.[K+].[K+].[K+].Br[C:33]1[CH:38]=[CH:37][C:36]([Cl:39])=[C:35]([O:40][CH3:41])[CH:34]=1, predict the reaction product. The product is: [Cl:39][C:36]1[CH:37]=[CH:38][C:33]([O:23][C:20]2[CH:21]=[CH:22][C:17]([C:16]3[C:11]([NH2:10])=[N:12][CH:13]=[CH:14][CH:15]=3)=[CH:18][CH:19]=2)=[CH:34][C:35]=1[O:40][CH3:41]. (9) Given the reactants C(OC(=O)C(C)CC=C)C.CC(C[AlH]CC(C)C)C.CC(CC=C)C=O.C(N)C=C.[CH2:31]([N:34]=[CH:35][CH:36]([CH3:40])[CH2:37][CH:38]=[CH2:39])[CH:32]=[CH2:33].[BH4-].[Na+], predict the reaction product. The product is: [CH2:31]([NH:34][CH2:35][CH:36]([CH3:40])[CH2:37][CH:38]=[CH2:39])[CH:32]=[CH2:33].